Dataset: Forward reaction prediction with 1.9M reactions from USPTO patents (1976-2016). Task: Predict the product of the given reaction. (1) Given the reactants [ClH:1].C(OC([N:9]1[C@H:13]([C:14]2[CH:19]=[CH:18][CH:17]=[CH:16][CH:15]=2)[C@H:12]([C:20]2[CH:25]=[CH:24][CH:23]=[CH:22][CH:21]=2)[N:11]=[C:10]1[NH:26][CH2:27][CH:28]1[CH2:33][CH2:32][CH2:31][CH2:30][CH2:29]1)=O)(C)(C)C, predict the reaction product. The product is: [ClH:1].[C:14]1([C@H:13]2[C@@H:12]([C:20]3[CH:21]=[CH:22][CH:23]=[CH:24][CH:25]=3)[NH:11][C:10]([NH:26][CH2:27][CH:28]3[CH2:29][CH2:30][CH2:31][CH2:32][CH2:33]3)=[N:9]2)[CH:15]=[CH:16][CH:17]=[CH:18][CH:19]=1. (2) Given the reactants [N:1]1[C:10]2[C:5](=[CH:6][CH:7]=[CH:8][CH:9]=2)[CH:4]=[CH:3][C:2]=1[C:11]#[N:12].[NH2:13][OH:14].Cl.C([O-])([O-])=O.[K+].[K+], predict the reaction product. The product is: [OH:14][NH:13][C:11]([C:2]1[CH:3]=[CH:4][C:5]2[C:10](=[CH:9][CH:8]=[CH:7][CH:6]=2)[N:1]=1)=[NH:12]. (3) Given the reactants COC1C=CC(C[NH:8][C:9]2[C:18]3[C:13](=[CH:14][CH:15]=[CH:16][CH:17]=3)[NH:12][C:11](=[O:19])[C:10]=2[C:20]([O:22][CH3:23])=[O:21])=CC=1, predict the reaction product. The product is: [NH2:8][C:9]1[C:18]2[C:13](=[CH:14][CH:15]=[CH:16][CH:17]=2)[NH:12][C:11](=[O:19])[C:10]=1[C:20]([O:22][CH3:23])=[O:21]. (4) Given the reactants [C:1]1(=[O:11])[NH:5][C:4](=[O:6])[C:3]2=[CH:7][CH:8]=[CH:9][CH:10]=[C:2]12.[CH3:12][C:13](=[O:16])[CH:14]=[CH2:15].[O-]CC.[Na+], predict the reaction product. The product is: [O:16]=[C:13]([CH3:12])[CH2:14][CH2:15][N:5]1[C:1](=[O:11])[C:2]2[C:3](=[CH:7][CH:8]=[CH:9][CH:10]=2)[C:4]1=[O:6]. (5) Given the reactants [Cl:1][C:2]1[CH:19]=[C:18]([CH3:20])[CH:17]=[C:16]([Cl:21])[C:3]=1[O:4][CH2:5][CH2:6][O:7][C:8]1[N:13]=[CH:12][C:11]([CH:14]=O)=[CH:10][CH:9]=1.[C:22]([CH2:24][C:25]([OH:27])=[O:26])#[N:23], predict the reaction product. The product is: [C:22](/[C:24](=[CH:14]\[C:11]1[CH:12]=[N:13][C:8]([O:7][CH2:6][CH2:5][O:4][C:3]2[C:2]([Cl:1])=[CH:19][C:18]([CH3:20])=[CH:17][C:16]=2[Cl:21])=[CH:9][CH:10]=1)/[C:25]([OH:27])=[O:26])#[N:23]. (6) Given the reactants [F:1][C:2]([F:7])([CH3:6])[C:3]([OH:5])=[O:4].O=P12OP3(OP(OP(O3)(O1)=O)(=O)O2)=O, predict the reaction product. The product is: [F:1][C:2]([F:7])([CH3:6])[C:3]([O:5][C:3](=[O:4])[C:2]([F:7])([F:1])[CH3:6])=[O:4]. (7) Given the reactants [Cl:1][C:2]1[CH:7]=[CH:6][C:5]([O:8][C:9]2[CH:14]=[CH:13][C:12]([CH2:15][CH2:16][N:17]([CH3:21])[C:18]([NH2:20])=[NH:19])=[CH:11][CH:10]=2)=[CH:4][C:3]=1[C:22]([F:25])([F:24])[F:23].[CH:26]([CH:28]([CH2:33][C:34]1[CH:35]=[N:36][C:37]([O:40][CH3:41])=[N:38][CH:39]=1)[C:29](OC)=O)=[O:27], predict the reaction product. The product is: [Cl:1][C:2]1[CH:7]=[CH:6][C:5]([O:8][C:9]2[CH:14]=[CH:13][C:12]([CH2:15][CH2:16][N:17]([CH3:21])[C:18]3[NH:20][CH:29]=[C:28]([CH2:33][C:34]4[CH:35]=[N:36][C:37]([O:40][CH3:41])=[N:38][CH:39]=4)[C:26](=[O:27])[N:19]=3)=[CH:11][CH:10]=2)=[CH:4][C:3]=1[C:22]([F:23])([F:24])[F:25]. (8) Given the reactants [CH:1]([C:3]1[O:7][C:6]([C:8]2[S:12][C:11]([NH:13][C:14](=[O:16])[CH3:15])=[N:10][C:9]=2[CH3:17])=[CH:5][CH:4]=1)=[O:2].P([O-])([O-])([O-])=[O:19].[Na+].[Na+].[Na+].CC(=CC)C.Cl([O-])=O.[Na+], predict the reaction product. The product is: [C:14]([NH:13][C:11]1[S:12][C:8]([C:6]2[O:7][C:3]([C:1]([OH:19])=[O:2])=[CH:4][CH:5]=2)=[C:9]([CH3:17])[N:10]=1)(=[O:16])[CH3:15]. (9) Given the reactants [H-].[Na+].[NH2:3][C:4]1[CH:11]=[CH:10][C:7]([C:8]#[N:9])=[C:6]([Cl:12])[CH:5]=1.[CH:13]1([CH2:16][N:17]2[C:26](=[O:27])[C:25]3[C:20](=[CH:21][CH:22]=[C:23]([NH:28][C:29]([C@H:31]4[CH2:35][CH2:34][C:33](=[O:36])[O:32]4)=[O:30])[CH:24]=3)[N:19]([CH2:37][CH3:38])[C:18]2=[O:39])[CH2:15][CH2:14]1.Cl, predict the reaction product. The product is: [Cl:12][C:6]1[CH:5]=[C:4]([NH:3][C:33](=[O:36])[CH2:34][CH2:35][C@@H:31]([OH:32])[C:29]([NH:28][C:23]2[CH:24]=[C:25]3[C:20](=[CH:21][CH:22]=2)[N:19]([CH2:37][CH3:38])[C:18](=[O:39])[N:17]([CH2:16][CH:13]2[CH2:14][CH2:15]2)[C:26]3=[O:27])=[O:30])[CH:11]=[CH:10][C:7]=1[C:8]#[N:9].